Dataset: Catalyst prediction with 721,799 reactions and 888 catalyst types from USPTO. Task: Predict which catalyst facilitates the given reaction. (1) Product: [Br:1][C:2]1[CH:7]=[CH:6][C:5]([O:8][CH2:10][CH:12]2[CH2:14][C:13]2([F:16])[F:15])=[CH:4][N:3]=1. Reactant: [Br:1][C:2]1[CH:7]=[CH:6][C:5]([OH:8])=[CH:4][N:3]=1.Br[CH:10]([CH:12]1[CH2:14][C:13]1([F:16])[F:15])C.C([O-])([O-])=O.[K+].[K+]. The catalyst class is: 10. (2) Reactant: [BH4-].[Na+].[CH3:3][C:4]1([CH3:15])[CH2:9][C:8](=[O:10])[CH2:7][CH2:6][CH:5]1[C:11]([O:13][CH3:14])=[O:12]. Product: [OH:10][CH:8]1[CH2:7][CH2:6][CH:5]([C:11]([O:13][CH3:14])=[O:12])[C:4]([CH3:15])([CH3:3])[CH2:9]1. The catalyst class is: 24. (3) Reactant: [CH:1]1([C:4]2[CH:15]=[CH:14][CH:13]=[C:12]([CH3:16])[C:5]=2[CH2:6][C:7]2[NH:8][CH2:9][CH2:10][N:11]=2)[CH2:3][CH2:2]1.N12CCCN=C1CCCCC2.ClN1C(=O)N(Cl)C(=O)N(Cl)C1=O. Product: [CH:1]1([C:4]2[CH:15]=[CH:14][CH:13]=[C:12]([CH3:16])[C:5]=2[CH2:6][C:7]2[NH:11][CH:10]=[CH:9][N:8]=2)[CH2:2][CH2:3]1. The catalyst class is: 115. (4) Reactant: C[O:2][C:3](=O)[C:4]1[CH:9]=[CH:8][C:7]([Br:10])=[C:6]([F:11])[CH:5]=1.O.[NH2:14][NH2:15]. Product: [Br:10][C:7]1[CH:8]=[CH:9][C:4]([C:3]([NH:14][NH2:15])=[O:2])=[CH:5][C:6]=1[F:11]. The catalyst class is: 5. (5) Reactant: [CH2:1]([O:8][C:9](=[O:23])/[CH:10]=[CH:11]/[C:12]1[CH:22]=[CH:21][CH:20]=[CH:19][C:13]=1[C:14]([O:16][CH2:17][CH3:18])=[O:15])[C:2]1[CH:7]=[CH:6][CH:5]=[CH:4][CH:3]=1.CO[CH2:26][N:27]([CH2:33][C:34]1[CH:39]=[CH:38][CH:37]=[CH:36][CH:35]=1)[CH2:28][Si](C)(C)C.FC(F)(F)C(O)=O. Product: [CH2:33]([N:27]1[CH2:28][C@@H:11]([C:12]2[CH:22]=[CH:21][CH:20]=[CH:19][C:13]=2[C:14]([O:16][CH2:17][CH3:18])=[O:15])[C@H:10]([C:9]([O:8][CH2:1][C:2]2[CH:3]=[CH:4][CH:5]=[CH:6][CH:7]=2)=[O:23])[CH2:26]1)[C:34]1[CH:39]=[CH:38][CH:37]=[CH:36][CH:35]=1. The catalyst class is: 557. (6) Reactant: [CH3:1][O:2][C:3](=[O:29])[NH:4][C@H:5]([C:9]([N:11]1[CH2:15][C:14]([CH3:16])=[CH:13][C@H:12]1[C:17]1[NH:18][CH:19]=[C:20]([C:22]2[CH:27]=[CH:26][C:25](Br)=[CH:24][CH:23]=2)[N:21]=1)=[O:10])[CH:6]([CH3:8])[CH3:7].[B:30]1([B:30]2[O:34][C:33]([CH3:36])([CH3:35])[C:32]([CH3:38])([CH3:37])[O:31]2)[O:34][C:33]([CH3:36])([CH3:35])[C:32]([CH3:38])([CH3:37])[O:31]1.C([O-])(=O)C.[K+]. Product: [CH3:1][O:2][C:3](=[O:29])[NH:4][C@H:5]([C:9]([N:11]1[CH2:15][C:14]([CH3:16])=[CH:13][C@H:12]1[C:17]1[NH:18][CH:19]=[C:20]([C:22]2[CH:27]=[CH:26][C:25]([B:30]3[O:34][C:33]([CH3:36])([CH3:35])[C:32]([CH3:38])([CH3:37])[O:31]3)=[CH:24][CH:23]=2)[N:21]=1)=[O:10])[CH:6]([CH3:8])[CH3:7]. The catalyst class is: 75.